Regression/Classification. Given a drug SMILES string, predict its absorption, distribution, metabolism, or excretion properties. Task type varies by dataset: regression for continuous measurements (e.g., permeability, clearance, half-life) or binary classification for categorical outcomes (e.g., BBB penetration, CYP inhibition). Dataset: cyp2d6_veith. From a dataset of CYP2D6 inhibition data for predicting drug metabolism from PubChem BioAssay. (1) The drug is CNC(=O)C(=O)c1cc(C)n(-c2ccc(N3CCOCC3)c(Cl)c2)c1C. The result is 0 (non-inhibitor). (2) The molecule is FC(F)(F)c1cc(CN2CC3(CCNCC3)C2)cc(C(F)(F)F)c1. The result is 0 (non-inhibitor). (3) The compound is COc1ccc(CN2CCN(C(=O)c3cccs3)CC2)cc1Br. The result is 1 (inhibitor). (4) The molecule is CN(C)Cc1ccc(-c2cc3onc(-c4ccccc4)c3c(=O)n2C)cc1. The result is 0 (non-inhibitor). (5) The compound is Cc1ccc(C(=O)N/N=C/c2cc(C)n(-c3ccc(Br)cc3)c2C)cc1[N+](=O)[O-]. The result is 0 (non-inhibitor).